Dataset: Forward reaction prediction with 1.9M reactions from USPTO patents (1976-2016). Task: Predict the product of the given reaction. (1) The product is: [OH:1][C:2]1[C:6]([C:7](=[O:10])[CH:8]=[CH2:9])=[C:5]([CH:27]=[O:28])[O:4][C:3]=1[C:11](=[O:14])[CH:12]=[CH2:13]. Given the reactants [OH:1][C:2]1[C:6]([C:7](=[O:10])[CH:8]=[CH2:9])=[CH:5][O:4][C:3]=1[C:11](=[O:14])[CH:12]=[CH2:13].C1N2CN3CN(C2)CN1C3.FC(F)(F)[C:27](O)=[O:28], predict the reaction product. (2) The product is: [F:28][C:2]([F:1])([F:27])[C:3]1[CH:4]=[C:5]([CH:20]=[C:21]([C:23]([F:24])([F:25])[F:26])[CH:22]=1)[CH2:6][O:7][C@H:8]1[O:13][CH2:12][CH2:11][N:10]([CH2:30][CH2:31][CH2:32][CH2:33][CH2:34][C:35]([O:37][CH3:38])=[O:36])[C@@H:9]1[C:14]1[CH:19]=[CH:18][CH:17]=[CH:16][CH:15]=1. Given the reactants [F:1][C:2]([F:28])([F:27])[C:3]1[CH:4]=[C:5]([CH:20]=[C:21]([C:23]([F:26])([F:25])[F:24])[CH:22]=1)[CH2:6][O:7][C@H:8]1[O:13][CH2:12][CH2:11][NH:10][C@@H:9]1[C:14]1[CH:19]=[CH:18][CH:17]=[CH:16][CH:15]=1.Br[CH2:30][CH2:31][CH2:32][CH2:33][CH2:34][C:35]([O:37][CH3:38])=[O:36].C([O-])([O-])=O.[K+].[K+], predict the reaction product. (3) Given the reactants CC([N:5]([CH2:9][CH2:10][CH2:11][C:12]1[CH:17]=[CH:16][CH:15]=[C:14]([NH2:18])[CH:13]=1)[C:6](=[O:8])[O-:7])(C)C.Cl[C:20]1[C:25]([C:26]([O:28][CH2:29][CH3:30])=[O:27])=[C:24]([CH3:31])[N:23]=[C:22]([S:32][CH3:33])[N:21]=1.CCN([CH:40]([CH3:42])[CH3:41])C(C)C.[CH3:43]N(C=O)C, predict the reaction product. The product is: [CH3:41][C:40]([O:7][C:6]([NH:5][CH2:9][CH2:10][CH2:11][C:12]1[CH:13]=[C:14]([NH:18][C:20]2[C:25]([C:26]([O:28][CH2:29][CH3:30])=[O:27])=[C:24]([CH3:31])[N:23]=[C:22]([S:32][CH3:33])[N:21]=2)[CH:15]=[CH:16][CH:17]=1)=[O:8])([CH3:42])[CH3:43]. (4) Given the reactants I([O-])(=O)(=O)=O.[Na+].[Cl:7][C:8]1[CH:9]=[N:10][C:11]2[C:16]([C:17]=1[CH2:18][CH:19]([OH:22])CO)=[CH:15][C:14]([O:23][CH3:24])=[CH:13][CH:12]=2, predict the reaction product. The product is: [Cl:7][C:8]1[CH:9]=[N:10][C:11]2[C:16]([C:17]=1[CH2:18][CH:19]=[O:22])=[CH:15][C:14]([O:23][CH3:24])=[CH:13][CH:12]=2. (5) Given the reactants [CH3:1][C:2]1[C:7]([NH2:8])=[CH:6][CH:5]=[C:4]([N:9]2[CH2:13][CH2:12][C@@H:11]([N:14]3[CH2:18][CH2:17][CH2:16][C@@H:15]3[CH3:19])[CH2:10]2)[N:3]=1.N1C=CC=CC=1.[CH3:26][C:27]1[C:31]([C:32](Cl)=[O:33])=[C:30]([CH3:35])[O:29][N:28]=1.C(O)C(N)(CO)CO, predict the reaction product. The product is: [CH3:1][C:2]1[C:7]([NH:8][C:32]([C:31]2[C:27]([CH3:26])=[N:28][O:29][C:30]=2[CH3:35])=[O:33])=[CH:6][CH:5]=[C:4]([N:9]2[CH2:13][CH2:12][C@@H:11]([N:14]3[CH2:18][CH2:17][CH2:16][C@@H:15]3[CH3:19])[CH2:10]2)[N:3]=1.